Dataset: Reaction yield outcomes from USPTO patents with 853,638 reactions. Task: Predict the reaction yield, written as a fraction of the theoretical maximum amount of product (1.0 means a 100% yield; for example, 0.34 means a 34% yield). (1) The reactants are [C:1]([OH:8])(=[O:7])[CH2:2][CH2:3][C:4]([OH:6])=[O:5].[F:9][C:10]1[C:11]([CH2:32][NH:33][CH3:34])=[CH:12][N:13]([S:22]([C:25]2[CH:26]=[N:27][CH:28]=[C:29]([F:31])[CH:30]=2)(=[O:24])=[O:23])[C:14]=1[C:15]1[C:16]([F:21])=[N:17][CH:18]=[CH:19][CH:20]=1. The catalyst is C(O)C. The product is [C:1]([OH:8])(=[O:7])[CH2:2][CH2:3][C:4]([OH:6])=[O:5].[F:9][C:10]1[C:11]([CH2:32][NH:33][CH3:34])=[CH:12][N:13]([S:22]([C:25]2[CH:26]=[N:27][CH:28]=[C:29]([F:31])[CH:30]=2)(=[O:23])=[O:24])[C:14]=1[C:15]1[C:16]([F:21])=[N:17][CH:18]=[CH:19][CH:20]=1. The yield is 0.850. (2) The reactants are [Cl:1][C:2]1[C:7]([CH2:8][C:9]([O:11]C)=[O:10])=[C:6]([N:13]2[CH2:17][CH2:16][CH2:15][CH2:14]2)[N:5]=[C:4]([CH2:18][C:19]2[CH:24]=[CH:23][C:22]([NH:25][C:26]([C:28]3[CH:37]=[CH:36][C:35]4[C:30](=[CH:31][CH:32]=[CH:33][CH:34]=4)[CH:29]=3)=[O:27])=[CH:21][CH:20]=2)[N:3]=1.[OH-].[Na+].CCOCC.Cl. The catalyst is C1COCC1. The product is [Cl:1][C:2]1[C:7]([CH2:8][C:9]([OH:11])=[O:10])=[C:6]([N:13]2[CH2:17][CH2:16][CH2:15][CH2:14]2)[N:5]=[C:4]([CH2:18][C:19]2[CH:20]=[CH:21][C:22]([NH:25][C:26]([C:28]3[CH:37]=[CH:36][C:35]4[C:30](=[CH:31][CH:32]=[CH:33][CH:34]=4)[CH:29]=3)=[O:27])=[CH:23][CH:24]=2)[N:3]=1. The yield is 0.560.